From a dataset of NCI-60 drug combinations with 297,098 pairs across 59 cell lines. Regression. Given two drug SMILES strings and cell line genomic features, predict the synergy score measuring deviation from expected non-interaction effect. (1) Drug 1: CCC1=C2CN3C(=CC4=C(C3=O)COC(=O)C4(CC)O)C2=NC5=C1C=C(C=C5)O. Drug 2: CC(C)(C#N)C1=CC(=CC(=C1)CN2C=NC=N2)C(C)(C)C#N. Cell line: COLO 205. Synergy scores: CSS=4.20, Synergy_ZIP=-1.52, Synergy_Bliss=-1.22, Synergy_Loewe=-7.56, Synergy_HSA=-4.29. (2) Drug 1: CC1=C2C(C(=O)C3(C(CC4C(C3C(C(C2(C)C)(CC1OC(=O)C(C(C5=CC=CC=C5)NC(=O)OC(C)(C)C)O)O)OC(=O)C6=CC=CC=C6)(CO4)OC(=O)C)O)C)O. Drug 2: C1CNP(=O)(OC1)N(CCCl)CCCl. Cell line: SN12C. Synergy scores: CSS=-1.06, Synergy_ZIP=-1.91, Synergy_Bliss=-6.07, Synergy_Loewe=-12.5, Synergy_HSA=-7.17. (3) Drug 1: CC1=CC2C(CCC3(C2CCC3(C(=O)C)OC(=O)C)C)C4(C1=CC(=O)CC4)C. Drug 2: COC1=NC(=NC2=C1N=CN2C3C(C(C(O3)CO)O)O)N. Cell line: SF-539. Synergy scores: CSS=3.36, Synergy_ZIP=-0.490, Synergy_Bliss=2.63, Synergy_Loewe=1.88, Synergy_HSA=2.53. (4) Drug 1: C1=NC2=C(N1)C(=S)N=C(N2)N. Drug 2: C1C(C(OC1N2C=NC3=C(N=C(N=C32)Cl)N)CO)O. Cell line: T-47D. Synergy scores: CSS=7.23, Synergy_ZIP=-6.49, Synergy_Bliss=-2.52, Synergy_Loewe=-3.99, Synergy_HSA=-3.74. (5) Drug 1: COC1=CC(=CC(=C1O)OC)C2C3C(COC3=O)C(C4=CC5=C(C=C24)OCO5)OC6C(C(C7C(O6)COC(O7)C8=CC=CS8)O)O. Drug 2: C1=CN(C(=O)N=C1N)C2C(C(C(O2)CO)O)O.Cl. Cell line: NCI-H460. Synergy scores: CSS=64.6, Synergy_ZIP=2.98, Synergy_Bliss=2.32, Synergy_Loewe=5.36, Synergy_HSA=7.51.